From a dataset of NCI-60 drug combinations with 297,098 pairs across 59 cell lines. Regression. Given two drug SMILES strings and cell line genomic features, predict the synergy score measuring deviation from expected non-interaction effect. (1) Drug 1: CC(C)CN1C=NC2=C1C3=CC=CC=C3N=C2N. Drug 2: COCCOC1=C(C=C2C(=C1)C(=NC=N2)NC3=CC=CC(=C3)C#C)OCCOC.Cl. Cell line: SF-539. Synergy scores: CSS=-16.6, Synergy_ZIP=6.17, Synergy_Bliss=1.19, Synergy_Loewe=-14.9, Synergy_HSA=-14.8. (2) Drug 1: C1CCC(C1)C(CC#N)N2C=C(C=N2)C3=C4C=CNC4=NC=N3. Drug 2: C1CC(=O)NC(=O)C1N2CC3=C(C2=O)C=CC=C3N. Cell line: HS 578T. Synergy scores: CSS=2.52, Synergy_ZIP=5.65, Synergy_Bliss=4.41, Synergy_Loewe=-1.22, Synergy_HSA=-1.66. (3) Drug 1: C1=C(C(=O)NC(=O)N1)N(CCCl)CCCl. Drug 2: CN(CCCl)CCCl.Cl. Cell line: SR. Synergy scores: CSS=81.4, Synergy_ZIP=4.27, Synergy_Bliss=4.14, Synergy_Loewe=3.35, Synergy_HSA=6.76. (4) Drug 1: CCCCCOC(=O)NC1=NC(=O)N(C=C1F)C2C(C(C(O2)C)O)O. Drug 2: C1C(C(OC1N2C=NC3=C2NC=NCC3O)CO)O. Cell line: M14. Synergy scores: CSS=-0.0435, Synergy_ZIP=-1.85, Synergy_Bliss=-3.04, Synergy_Loewe=-3.14, Synergy_HSA=-2.67. (5) Drug 1: CS(=O)(=O)C1=CC(=C(C=C1)C(=O)NC2=CC(=C(C=C2)Cl)C3=CC=CC=N3)Cl. Drug 2: CC1=C2C(C(=O)C3(C(CC4C(C3C(C(C2(C)C)(CC1OC(=O)C(C(C5=CC=CC=C5)NC(=O)OC(C)(C)C)O)O)OC(=O)C6=CC=CC=C6)(CO4)OC(=O)C)OC)C)OC. Cell line: SF-295. Synergy scores: CSS=61.3, Synergy_ZIP=12.8, Synergy_Bliss=14.5, Synergy_Loewe=-2.89, Synergy_HSA=15.8. (6) Drug 1: C1CCC(CC1)NC(=O)N(CCCl)N=O. Drug 2: C#CCC(CC1=CN=C2C(=N1)C(=NC(=N2)N)N)C3=CC=C(C=C3)C(=O)NC(CCC(=O)O)C(=O)O. Cell line: HCT116. Synergy scores: CSS=20.2, Synergy_ZIP=-11.4, Synergy_Bliss=-12.8, Synergy_Loewe=-15.4, Synergy_HSA=-10.3. (7) Drug 1: CC1=C(N=C(N=C1N)C(CC(=O)N)NCC(C(=O)N)N)C(=O)NC(C(C2=CN=CN2)OC3C(C(C(C(O3)CO)O)O)OC4C(C(C(C(O4)CO)O)OC(=O)N)O)C(=O)NC(C)C(C(C)C(=O)NC(C(C)O)C(=O)NCCC5=NC(=CS5)C6=NC(=CS6)C(=O)NCCC[S+](C)C)O. Drug 2: CN(CC1=CN=C2C(=N1)C(=NC(=N2)N)N)C3=CC=C(C=C3)C(=O)NC(CCC(=O)O)C(=O)O. Cell line: NCI-H322M. Synergy scores: CSS=19.8, Synergy_ZIP=0.618, Synergy_Bliss=0.288, Synergy_Loewe=-36.8, Synergy_HSA=-1.21. (8) Drug 1: CC1=C(C(CCC1)(C)C)C=CC(=CC=CC(=CC(=O)O)C)C. Drug 2: CS(=O)(=O)OCCCCOS(=O)(=O)C. Cell line: MCF7. Synergy scores: CSS=7.18, Synergy_ZIP=-0.0618, Synergy_Bliss=6.02, Synergy_Loewe=-3.42, Synergy_HSA=2.76. (9) Drug 1: C(=O)(N)NO. Cell line: T-47D. Synergy scores: CSS=-1.25, Synergy_ZIP=0.339, Synergy_Bliss=-0.883, Synergy_Loewe=-1.89, Synergy_HSA=-2.38. Drug 2: C#CCC(CC1=CN=C2C(=N1)C(=NC(=N2)N)N)C3=CC=C(C=C3)C(=O)NC(CCC(=O)O)C(=O)O. (10) Drug 1: C1CCN(CC1)CCOC2=CC=C(C=C2)C(=O)C3=C(SC4=C3C=CC(=C4)O)C5=CC=C(C=C5)O. Drug 2: C1=CC(=C2C(=C1NCCNCCO)C(=O)C3=C(C=CC(=C3C2=O)O)O)NCCNCCO. Cell line: SF-295. Synergy scores: CSS=52.0, Synergy_ZIP=5.12, Synergy_Bliss=3.50, Synergy_Loewe=-19.1, Synergy_HSA=3.58.